Predict the product of the given reaction. From a dataset of Forward reaction prediction with 1.9M reactions from USPTO patents (1976-2016). (1) Given the reactants [CH3:1][N:2]1[CH2:7][CH2:6][N:5]([C:8]2[CH:14]=[CH:13][C:11]([NH2:12])=[CH:10][CH:9]=2)[CH2:4][CH2:3]1.[C:15]1([C:25]2[C:34]3[N:33]=[CH:32][CH:31]=[N:30][C:29]=3[C:28]([C:35](O)=[O:36])=[CH:27][CH:26]=2)[C:24]2[C:19](=[CH:20][CH:21]=[CH:22][CH:23]=2)[CH:18]=[CH:17][CH:16]=1.C1(B(O)O)C2C(=CC=CC=2)C=CC=1, predict the reaction product. The product is: [CH3:1][N:2]1[CH2:3][CH2:4][N:5]([C:8]2[CH:14]=[CH:13][C:11]([NH:12][C:35]([C:28]3[C:29]4[N:30]=[CH:31][CH:32]=[N:33][C:34]=4[C:25]([C:15]4[C:24]5[C:19](=[CH:20][CH:21]=[CH:22][CH:23]=5)[CH:18]=[CH:17][CH:16]=4)=[CH:26][CH:27]=3)=[O:36])=[CH:10][CH:9]=2)[CH2:6][CH2:7]1. (2) Given the reactants C([O:4][C@@H:5]1[C@H:9]([O:10]C(=O)C)[C@@H:8]([CH2:14][O:15]C(=O)C)[O:7][C@H:6]1[N:19]1[CH:27]=[N:26][C:25]2[C:20]1=[N:21][CH:22]=[N:23][C:24]=2[C:28]1[CH:32]=[CH:31][S:30][CH:29]=1)(=O)C.C[O-].[Na+], predict the reaction product. The product is: [C@@H:6]1([N:19]2[CH:27]=[N:26][C:25]3[C:20]2=[N:21][CH:22]=[N:23][C:24]=3[C:28]2[CH:32]=[CH:31][S:30][CH:29]=2)[O:7][C@H:8]([CH2:14][OH:15])[C@@H:9]([OH:10])[C@H:5]1[OH:4]. (3) Given the reactants [C:1]1([C:20]2[CH:25]=[CH:24][CH:23]=[CH:22][CH:21]=2)[CH:6]=[CH:5][CH:4]=[C:3]([CH2:7][CH:8]2[C:15]3[CH:14]=[C:13]([C:16]([O:18]C)=[O:17])[NH:12][C:11]=3[CH2:10][CH2:9]2)[CH:2]=1.[OH-].[Li+].CO, predict the reaction product. The product is: [C:1]1([C:20]2[CH:25]=[CH:24][CH:23]=[CH:22][CH:21]=2)[CH:6]=[CH:5][CH:4]=[C:3]([CH2:7][CH:8]2[C:15]3[CH:14]=[C:13]([C:16]([OH:18])=[O:17])[NH:12][C:11]=3[CH2:10][CH2:9]2)[CH:2]=1. (4) Given the reactants [NH2:1][C:2]1[CH:3]=[CH:4][C:5]2[S:9][C:8]([CH3:10])=[N:7][C:6]=2[CH:11]=1.C(N(CC)CC)C.ClC(Cl)(O[C:23](=[O:29])OC(Cl)(Cl)Cl)Cl.[F:31][C:32]1[CH:37]=[CH:36][CH:35]=[CH:34][C:33]=1[N:38]1[CH2:43][CH2:42][NH:41][CH2:40][CH2:39]1, predict the reaction product. The product is: [F:31][C:32]1[CH:37]=[CH:36][CH:35]=[CH:34][C:33]=1[N:38]1[CH2:43][CH2:42][N:41]([C:23]([NH:1][C:2]2[CH:3]=[CH:4][C:5]3[S:9][C:8]([CH3:10])=[N:7][C:6]=3[CH:11]=2)=[O:29])[CH2:40][CH2:39]1. (5) Given the reactants [C:1]([C:3]1[CH:23]=[CH:22][C:6]([CH2:7][N:8]=C(C2C=CC=CC=2)C2C=CC=CC=2)=[CH:5][CH:4]=1)#[N:2].[CH:24]([N-]C(C)C)(C)C.[Li+].C(NC(C)C)(C)C.C([Li])CCC.CI, predict the reaction product. The product is: [C:1]([C:3]1[CH:4]=[CH:5][C:6]([CH:7]([NH2:8])[CH3:24])=[CH:22][CH:23]=1)#[N:2]. (6) The product is: [CH2:1]([O:8][CH2:9][CH:10]1[O:13][C:14]2[CH:19]=[CH:18][C:17]([CH2:20][CH2:21][OH:22])=[CH:16][C:15]=2[O:12][CH2:11]1)[C:2]1[CH:7]=[CH:6][CH:5]=[CH:4][CH:3]=1. Given the reactants [CH2:1]([O:8][CH2:9][CH:10]([O:13][C:14]1[CH:19]=[CH:18][C:17]([CH2:20][CH2:21][OH:22])=[CH:16][C:15]=1I)[CH2:11][OH:12])[C:2]1[CH:7]=[CH:6][CH:5]=[CH:4][CH:3]=1.C(=O)([O-])[O-].[Cs+].[Cs+], predict the reaction product. (7) Given the reactants Br[C:2]1[CH:3]=[N+:4]([O-])[CH:5]=[CH:6][C:7]=1[N+:8]([O-:10])=[O:9].[Cl:12][C:13]1[CH:20]=[CH:19][C:16]([CH2:17][OH:18])=[CH:15][CH:14]=1, predict the reaction product. The product is: [Cl:12][C:13]1[CH:20]=[CH:19][C:16]([CH2:17][O:18][C:2]2[CH:3]=[N:4][CH:5]=[CH:6][C:7]=2[N+:8]([O-:10])=[O:9])=[CH:15][CH:14]=1.